From a dataset of NCI-60 drug combinations with 297,098 pairs across 59 cell lines. Regression. Given two drug SMILES strings and cell line genomic features, predict the synergy score measuring deviation from expected non-interaction effect. (1) Drug 1: CN(CC1=CN=C2C(=N1)C(=NC(=N2)N)N)C3=CC=C(C=C3)C(=O)NC(CCC(=O)O)C(=O)O. Drug 2: C1CN(CCN1C(=O)CCBr)C(=O)CCBr. Cell line: NCI-H522. Synergy scores: CSS=45.3, Synergy_ZIP=-3.00, Synergy_Bliss=0.443, Synergy_Loewe=-2.41, Synergy_HSA=-0.807. (2) Drug 1: CCCCC(=O)OCC(=O)C1(CC(C2=C(C1)C(=C3C(=C2O)C(=O)C4=C(C3=O)C=CC=C4OC)O)OC5CC(C(C(O5)C)O)NC(=O)C(F)(F)F)O. Drug 2: COCCOC1=C(C=C2C(=C1)C(=NC=N2)NC3=CC=CC(=C3)C#C)OCCOC.Cl. Cell line: KM12. Synergy scores: CSS=58.9, Synergy_ZIP=5.45, Synergy_Bliss=-0.317, Synergy_Loewe=-2.21, Synergy_HSA=0.529. (3) Drug 2: CS(=O)(=O)CCNCC1=CC=C(O1)C2=CC3=C(C=C2)N=CN=C3NC4=CC(=C(C=C4)OCC5=CC(=CC=C5)F)Cl. Cell line: SW-620. Drug 1: C1=NC(=NC(=O)N1C2C(C(C(O2)CO)O)O)N. Synergy scores: CSS=28.3, Synergy_ZIP=-8.08, Synergy_Bliss=-1.06, Synergy_Loewe=-13.5, Synergy_HSA=-0.774. (4) Drug 1: CC12CCC(CC1=CCC3C2CCC4(C3CC=C4C5=CN=CC=C5)C)O. Drug 2: CC(C)(C#N)C1=CC(=CC(=C1)CN2C=NC=N2)C(C)(C)C#N. Cell line: MALME-3M. Synergy scores: CSS=5.58, Synergy_ZIP=0.695, Synergy_Bliss=3.98, Synergy_Loewe=2.30, Synergy_HSA=2.34. (5) Drug 1: CC(CN1CC(=O)NC(=O)C1)N2CC(=O)NC(=O)C2. Drug 2: CS(=O)(=O)CCNCC1=CC=C(O1)C2=CC3=C(C=C2)N=CN=C3NC4=CC(=C(C=C4)OCC5=CC(=CC=C5)F)Cl. Synergy scores: CSS=9.65, Synergy_ZIP=-4.11, Synergy_Bliss=1.11, Synergy_Loewe=-4.54, Synergy_HSA=1.03. Cell line: SNB-75.